This data is from NCI-60 drug combinations with 297,098 pairs across 59 cell lines. The task is: Regression. Given two drug SMILES strings and cell line genomic features, predict the synergy score measuring deviation from expected non-interaction effect. (1) Drug 1: CN(C)C1=NC(=NC(=N1)N(C)C)N(C)C. Drug 2: B(C(CC(C)C)NC(=O)C(CC1=CC=CC=C1)NC(=O)C2=NC=CN=C2)(O)O. Cell line: HL-60(TB). Synergy scores: CSS=4.85, Synergy_ZIP=-4.12, Synergy_Bliss=-1.72, Synergy_Loewe=-10.6, Synergy_HSA=-4.98. (2) Drug 1: CN1CCC(CC1)COC2=C(C=C3C(=C2)N=CN=C3NC4=C(C=C(C=C4)Br)F)OC. Drug 2: CCCS(=O)(=O)NC1=C(C(=C(C=C1)F)C(=O)C2=CNC3=C2C=C(C=N3)C4=CC=C(C=C4)Cl)F. Cell line: CCRF-CEM. Synergy scores: CSS=9.31, Synergy_ZIP=2.24, Synergy_Bliss=3.98, Synergy_Loewe=6.06, Synergy_HSA=4.41. (3) Drug 1: CC1=C2C(C(=O)C3(C(CC4C(C3C(C(C2(C)C)(CC1OC(=O)C(C(C5=CC=CC=C5)NC(=O)OC(C)(C)C)O)O)OC(=O)C6=CC=CC=C6)(CO4)OC(=O)C)OC)C)OC. Drug 2: C1=CC(=CC=C1CCC2=CNC3=C2C(=O)NC(=N3)N)C(=O)NC(CCC(=O)O)C(=O)O. Synergy scores: CSS=57.2, Synergy_ZIP=-5.85, Synergy_Bliss=-7.79, Synergy_Loewe=-10.0, Synergy_HSA=-1.41. Cell line: COLO 205. (4) Drug 1: CN1CCC(CC1)COC2=C(C=C3C(=C2)N=CN=C3NC4=C(C=C(C=C4)Br)F)OC. Cell line: CAKI-1. Drug 2: CN(CC1=CN=C2C(=N1)C(=NC(=N2)N)N)C3=CC=C(C=C3)C(=O)NC(CCC(=O)O)C(=O)O. Synergy scores: CSS=40.5, Synergy_ZIP=-9.09, Synergy_Bliss=-1.10, Synergy_Loewe=3.08, Synergy_HSA=3.62. (5) Drug 1: CCC(=C(C1=CC=CC=C1)C2=CC=C(C=C2)OCCN(C)C)C3=CC=CC=C3.C(C(=O)O)C(CC(=O)O)(C(=O)O)O. Drug 2: CCN(CC)CCNC(=O)C1=C(NC(=C1C)C=C2C3=C(C=CC(=C3)F)NC2=O)C. Cell line: EKVX. Synergy scores: CSS=-1.39, Synergy_ZIP=0.623, Synergy_Bliss=3.82, Synergy_Loewe=-0.601, Synergy_HSA=0.233. (6) Drug 1: C1=CC=C(C(=C1)C(C2=CC=C(C=C2)Cl)C(Cl)Cl)Cl. Drug 2: CC1C(C(CC(O1)OC2CC(CC3=C2C(=C4C(=C3O)C(=O)C5=CC=CC=C5C4=O)O)(C(=O)C)O)N)O. Cell line: NCI-H522. Synergy scores: CSS=57.4, Synergy_ZIP=-10.2, Synergy_Bliss=-8.37, Synergy_Loewe=-6.94, Synergy_HSA=-4.94. (7) Drug 1: CC12CCC3C(C1CCC2=O)CC(=C)C4=CC(=O)C=CC34C. Drug 2: CN(C)C1=NC(=NC(=N1)N(C)C)N(C)C. Cell line: T-47D. Synergy scores: CSS=13.7, Synergy_ZIP=-4.39, Synergy_Bliss=1.85, Synergy_Loewe=-24.1, Synergy_HSA=-1.60.